From a dataset of Reaction yield outcomes from USPTO patents with 853,638 reactions. Predict the reaction yield, written as a fraction of the theoretical maximum amount of product (1.0 means a 100% yield; for example, 0.34 means a 34% yield). (1) The reactants are [Cl:1][C:2]1[C:10]2[N:9]=[C:8]3[N:11]([C:15]4[CH:20]=[CH:19][C:18]([O:21][CH3:22])=[CH:17][C:16]=4[Cl:23])[CH2:12][CH2:13][CH2:14][N:7]3[C:6]=2[C:5]([CH2:24][OH:25])=[CH:4][CH:3]=1.CC(OI1(OC(C)=O)(OC(C)=O)OC(=O)C2C=CC=CC1=2)=O. The catalyst is CS(C)=O. The product is [Cl:1][C:2]1[CH:3]=[CH:4][C:5]([CH:24]=[O:25])=[C:6]2[C:10]=1[N:9]=[C:8]1[N:11]([C:15]3[CH:20]=[CH:19][C:18]([O:21][CH3:22])=[CH:17][C:16]=3[Cl:23])[CH2:12][CH2:13][CH2:14][N:7]21. The yield is 0.910. (2) The reactants are [CH2:1]([O:8][C:9](=[O:26])[NH:10][C@@H:11]([C:20]1[CH:25]=[CH:24][CH:23]=[CH:22][CH:21]=1)[C:12](=[O:19])[N:13]1[CH2:18][CH2:17][NH:16][CH2:15][CH2:14]1)[C:2]1[CH:7]=[CH:6][CH:5]=[CH:4][CH:3]=1.Br[CH2:28][CH2:29][O:30][CH2:31][CH2:32][O:33][CH2:34][CH2:35][O:36][CH2:37][CH2:38][O:39][CH2:40][CH2:41][O:42][CH3:43].C(=O)([O-])[O-].[K+].[K+]. The catalyst is C(#N)C. The product is [CH2:1]([O:8][C:9](=[O:26])[NH:10][C@@H:11]([C:20]1[CH:25]=[CH:24][CH:23]=[CH:22][CH:21]=1)[C:12]([N:13]1[CH2:18][CH2:17][N:16]([CH2:28][CH2:29][O:30][CH2:31][CH2:32][O:33][CH2:34][CH2:35][O:36][CH2:37][CH2:38][O:39][CH2:40][CH2:41][O:42][CH3:43])[CH2:15][CH2:14]1)=[O:19])[C:2]1[CH:7]=[CH:6][CH:5]=[CH:4][CH:3]=1. The yield is 0.630. (3) The reactants are [OH-].[Li+].[CH:3]1([C@H:8]([NH:13][C:14]([C:16]2[CH:21]=[CH:20][C:19]([F:22])=[CH:18][C:17]=2[NH:23][C:24]([NH:26][C:27]2[C:32]([CH3:33])=[CH:31][C:30]([CH3:34])=[CH:29][C:28]=2[CH3:35])=[O:25])=[O:15])[C:9]([O:11]C)=[O:10])[CH2:7][CH2:6][CH2:5][CH2:4]1.CO.Cl. The catalyst is C1COCC1.O. The product is [CH:3]1([C@H:8]([NH:13][C:14]([C:16]2[CH:21]=[CH:20][C:19]([F:22])=[CH:18][C:17]=2[NH:23][C:24]([NH:26][C:27]2[C:32]([CH3:33])=[CH:31][C:30]([CH3:34])=[CH:29][C:28]=2[CH3:35])=[O:25])=[O:15])[C:9]([OH:11])=[O:10])[CH2:7][CH2:6][CH2:5][CH2:4]1. The yield is 0.860. (4) The reactants are [N-:1]=[N+:2]=[N-:3].[Na+].[CH3:5][O:6][C:7]1[CH:12]=[CH:11][C:10]([CH2:13][CH2:14][CH2:15][CH2:16]OS(C2C=CC(C)=CC=2)(=O)=O)=[CH:9][CH:8]=1. The catalyst is CN(C=O)C. The product is [CH3:5][O:6][C:7]1[CH:12]=[CH:11][C:10]([CH2:13][CH2:14][CH2:15][CH2:16][N:1]=[N+:2]=[N-:3])=[CH:9][CH:8]=1. The yield is 0.950. (5) The reactants are NC(N)=S.[CH3:5][N:6]([CH3:19])[S:7]([C:10]1[C:15]([Cl:16])=[CH:14][CH:13]=[C:12]([NH2:17])[C:11]=1[OH:18])(=[O:9])=[O:8].[Cl:20][C:21]1[CH:26]=[CH:25][CH:24]=[CH:23][C:22]=1[N:27]=[C:28]=[S:29]. No catalyst specified. The product is [Cl:16][C:15]1[CH:14]=[CH:13][C:12]([NH:17][C:28]([NH:27][C:22]2[CH:23]=[CH:24][CH:25]=[CH:26][C:21]=2[Cl:20])=[S:29])=[C:11]([OH:18])[C:10]=1[S:7]([N:6]([CH3:19])[CH3:5])(=[O:9])=[O:8]. The yield is 0.700. (6) The reactants are C(O[C:6]([N:8]1[CH2:13][CH2:12][N:11](C2C(=O)N(CC(C)C)N=C(C3C=CC(C)=C(F)C=3)C=2C)[CH2:10][CH2:9]1)=O)(C)(C)C.[F:34][C:35]1[CH:36]=[C:37]([CH:61]=[CH:62][C:63]=1[F:64])[CH2:38][N:39]1[C:44](=[O:45])[C:43]([CH2:46]OS(C)(=O)=O)=[CH:42][C:41]([C:52]2[CH:57]=[CH:56][C:55]([O:58][CH3:59])=[C:54]([F:60])[CH:53]=2)=[N:40]1.CN1CCNCC1. No catalyst specified. The product is [F:34][C:35]1[CH:36]=[C:37]([CH:61]=[CH:62][C:63]=1[F:64])[CH2:38][N:39]1[C:44](=[O:45])[C:43]([CH2:46][N:11]2[CH2:12][CH2:13][N:8]([CH3:6])[CH2:9][CH2:10]2)=[CH:42][C:41]([C:52]2[CH:57]=[CH:56][C:55]([O:58][CH3:59])=[C:54]([F:60])[CH:53]=2)=[N:40]1. The yield is 0.550. (7) The reactants are [Cl:1][C:2]1[N:7]=[C:6]([NH:8][C:9]2[CH:14]=[CH:13][CH:12]=[C:11]([NH:15][CH2:16][C:17]3[CH:22]=[CH:21][CH:20]=[C:19]([N+:23]([O-])=O)[CH:18]=3)[CH:10]=2)[C:5]([Cl:26])=[CH:4][N:3]=1. The catalyst is CO.[Pd]. The product is [NH2:23][C:19]1[CH:18]=[C:17]([CH:22]=[CH:21][CH:20]=1)[CH2:16][NH:15][C:11]1[CH:12]=[CH:13][CH:14]=[C:9]([NH:8][C:6]2[C:5]([Cl:26])=[CH:4][N:3]=[C:2]([Cl:1])[N:7]=2)[CH:10]=1. The yield is 0.930. (8) The reactants are [NH2:1][CH2:2][C@@H:3]([OH:17])[CH2:4][NH:5][S:6]([C:9]1[CH:14]=[CH:13][C:12]([F:15])=[CH:11][C:10]=1[Cl:16])(=[O:8])=[O:7].[S:18]1[C:22]2[CH:23]=[CH:24][CH:25]=[CH:26][C:21]=2[CH:20]=[C:19]1[C:27]([NH:29][C@H:30]([C:35](O)=[O:36])[CH2:31][CH:32]([CH3:34])[CH3:33])=[O:28].CN1CCOCC1.CCN=C=NCCCN(C)C.Cl. The catalyst is C(Cl)Cl.C1C=C2C(N(O)N=NC2=CC=1)=O. The product is [Cl:16][C:10]1[CH:11]=[C:12]([F:15])[CH:13]=[CH:14][C:9]=1[S:6]([NH:5][CH2:4][C@H:3]([OH:17])[CH2:2][NH:1][C:35]([C@@H:30]([NH:29][C:27]([C:19]1[S:18][C:22]2[CH:23]=[CH:24][CH:25]=[CH:26][C:21]=2[CH:20]=1)=[O:28])[CH2:31][CH:32]([CH3:34])[CH3:33])=[O:36])(=[O:7])=[O:8]. The yield is 0.690. (9) The reactants are [CH3:1][S:2]([C:5]1[CH:6]=[C:7]2[C:12](=[CH:13][CH:14]=1)[NH:11][CH:10]([C:15]1[CH:16]=[C:17]([NH2:21])[CH:18]=[CH:19][CH:20]=1)[C:9]([CH3:23])([CH3:22])[CH2:8]2)(=[O:4])=[O:3].[CH3:24][O:25][C:26](=[O:31])[C:27](Br)([CH3:29])[CH3:28].C(=O)([O-])[O-].[K+].[K+]. The catalyst is CN(C)C=O. The product is [CH3:24][O:25][C:26](=[O:31])[C:27]([NH:21][C:17]1[CH:18]=[CH:19][CH:20]=[C:15]([CH:10]2[C:9]([CH3:23])([CH3:22])[CH2:8][C:7]3[C:12](=[CH:13][CH:14]=[C:5]([S:2]([CH3:1])(=[O:4])=[O:3])[CH:6]=3)[NH:11]2)[CH:16]=1)([CH3:29])[CH3:28]. The yield is 0.0700.